Dataset: Catalyst prediction with 721,799 reactions and 888 catalyst types from USPTO. Task: Predict which catalyst facilitates the given reaction. (1) Reactant: [F:1][C:2]1[CH:7]=[CH:6][C:5]([NH:8][C:9](=[O:18])[NH:10][C:11]([CH3:17])([CH3:16])[C:12](OC)=[O:13])=[CH:4][C:3]=1[C:19]1[S:20][CH:21]=[CH:22][CH:23]=1.Cl. Product: [F:1][C:2]1[CH:7]=[CH:6][C:5]([N:8]2[C:12](=[O:13])[C:11]([CH3:17])([CH3:16])[NH:10][C:9]2=[O:18])=[CH:4][C:3]=1[C:19]1[S:20][CH:21]=[CH:22][CH:23]=1. The catalyst class is: 54. (2) Reactant: [F:1][C:2]1[CH:7]=[CH:6][CH:5]=[C:4]([OH:8])[C:3]=1[C:9]1[N:18]=[C:17]([N:19]2[CH2:24][CH2:23][CH2:22][C@@H:21]([CH2:25][NH:26][C:27](=[O:29])[O-:28])[CH2:20]2)[C:16]2[C:11](=[CH:12][C:13]([CH3:30])=[CH:14][CH:15]=2)[N:10]=1.[ClH:31].[CH3:32][CH2:33][O:34][CH2:35]C. Product: [ClH:31].[F:1][C:2]1[CH:7]=[CH:6][CH:5]=[C:4]([OH:8])[C:3]=1[C:9]1[N:18]=[C:17]([N:19]2[CH2:24][CH2:23][CH2:22][C@@H:21]([CH2:25][NH:26][C:27](=[O:28])[O:29][CH2:32][CH2:33][O:34][CH3:35])[CH2:20]2)[C:16]2[C:11](=[CH:12][C:13]([CH3:30])=[CH:14][CH:15]=2)[N:10]=1. The catalyst class is: 2. (3) Reactant: [ClH:1].[CH3:2][C:3]1[CH:8]=[CH:7][C:6]([S:9]([N:12]2[CH2:16][CH2:15][CH2:14][CH2:13]2)(=[O:11])=[O:10])=[CH:5][C:4]=1[C:17]1[CH:22]=[CH:21][C:20]([CH2:23][C@H:24]([NH:38][C:39]([C@H:41]2[CH2:46][CH2:45][C@H:44]([CH2:47][NH:48]C(=O)OC(C)(C)C)[CH2:43][CH2:42]2)=[O:40])[C:25](=[O:37])[NH:26][C:27]2[CH:35]=[C:34]3[C:30]([C:31](=[O:36])[NH:32][NH:33]3)=[CH:29][CH:28]=2)=[CH:19][CH:18]=1. Product: [ClH:1].[NH2:48][CH2:47][C@H:44]1[CH2:43][CH2:42][C@H:41]([C:39]([NH:38][C@@H:24]([CH2:23][C:20]2[CH:21]=[CH:22][C:17]([C:4]3[CH:5]=[C:6]([S:9]([N:12]4[CH2:16][CH2:15][CH2:14][CH2:13]4)(=[O:10])=[O:11])[CH:7]=[CH:8][C:3]=3[CH3:2])=[CH:18][CH:19]=2)[C:25](=[O:37])[NH:26][C:27]2[CH:35]=[C:34]3[C:30]([C:31](=[O:36])[NH:32][NH:33]3)=[CH:29][CH:28]=2)=[O:40])[CH2:46][CH2:45]1. The catalyst class is: 12.